Dataset: Full USPTO retrosynthesis dataset with 1.9M reactions from patents (1976-2016). Task: Predict the reactants needed to synthesize the given product. (1) Given the product [OH:6][C@@H:5]1[CH2:1][C@H:2]([OH:32])[C@H:3]([CH2:23]/[CH:24]=[CH:25]\[CH2:26][CH2:27][CH2:28][C:29]([O:31][CH2:38][O:39]/[N:40]=[N+:41](\[O-:47])/[N:42]2[CH2:46][CH2:45][CH2:44][CH2:43]2)=[O:30])[C@H:4]1/[CH:7]=[CH:8]/[C@@H:9]([OH:22])[CH2:10][O:11][C:12]1[CH:13]=[CH:14][CH:15]=[C:16]([C:18]([F:21])([F:20])[F:19])[CH:17]=1, predict the reactants needed to synthesize it. The reactants are: [CH2:1]1[C@@H:5]([OH:6])[C@H:4](/[CH:7]=[CH:8]/[C@@H:9]([OH:22])[CH2:10][O:11][C:12]2[CH:17]=[C:16]([C:18]([F:21])([F:20])[F:19])[CH:15]=[CH:14][CH:13]=2)[C@@H:3]([CH2:23]/[CH:24]=[CH:25]\[CH2:26][CH2:27][CH2:28][C:29]([OH:31])=[O:30])[C@H:2]1[OH:32].CN(C)C.Cl[CH2:38][O:39]/[N:40]=[N+:41](\[O-:47])/[N:42]1[CH2:46][CH2:45][CH2:44][CH2:43]1. (2) Given the product [Cl-:1].[C:38]([C@@H:37]([N:35]([CH3:36])[S:32]([C:28]1[CH:27]=[C:26]([F:48])[C:25]([CH2:24][S:23][C:14]2[N:15]([C:16]3[CH:21]=[CH:20][C:19]([F:22])=[CH:18][CH:17]=3)[C:11]([C:8]([C:5]3[CH:6]=[CH:7][C:2]([Cl:1])=[C:3]([O:49][CH3:50])[CH:4]=3)([CH3:10])[CH3:9])=[CH:12][N:13]=2)=[C:30]([F:31])[CH:29]=1)(=[O:34])=[O:33])[CH2:41][CH2:42][CH2:43][N+:44]([CH3:46])([CH3:47])[CH3:45])([OH:40])=[O:39], predict the reactants needed to synthesize it. The reactants are: [Cl:1][C:2]1[CH:7]=[CH:6][C:5]([C:8]([C:11]2[N:15]([C:16]3[CH:21]=[CH:20][C:19]([F:22])=[CH:18][CH:17]=3)[C:14]([S:23][CH2:24][C:25]3[C:30]([F:31])=[CH:29][C:28]([S:32]([N:35]([C@@H:37]([CH2:41][CH2:42][CH2:43][N+:44]([CH3:47])([CH3:46])[CH3:45])[C:38]([O-:40])=[O:39])[CH3:36])(=[O:34])=[O:33])=[CH:27][C:26]=3[F:48])=[N:13][CH:12]=2)([CH3:10])[CH3:9])=[CH:4][C:3]=1[O:49][CH3:50].Cl. (3) Given the product [CH:40]([C:39]1[C:35]([O:34][CH2:2][C:3]2[CH:31]=[CH:30][C:6]([O:7][CH2:8][C:9]3[N:10]=[C:11]([C:15]4[CH:16]=[CH:17][C:18]([O:25][S:26]([CH3:29])(=[O:28])=[O:27])=[C:19]([CH:24]=4)[C:20]([O:22][CH3:23])=[O:21])[O:12][C:13]=3[CH3:14])=[C:5]([O:32][CH3:33])[CH:4]=2)=[N:36][N:37]([C:42]2[CH:47]=[CH:46][CH:45]=[CH:44][CH:43]=2)[CH:38]=1)=[O:41], predict the reactants needed to synthesize it. The reactants are: Cl[CH2:2][C:3]1[CH:31]=[CH:30][C:6]([O:7][CH2:8][C:9]2[N:10]=[C:11]([C:15]3[CH:16]=[CH:17][C:18]([O:25][S:26]([CH3:29])(=[O:28])=[O:27])=[C:19]([CH:24]=3)[C:20]([O:22][CH3:23])=[O:21])[O:12][C:13]=2[CH3:14])=[C:5]([O:32][CH3:33])[CH:4]=1.[OH:34][C:35]1[C:39]([CH:40]=[O:41])=[CH:38][N:37]([C:42]2[CH:47]=[CH:46][CH:45]=[CH:44][CH:43]=2)[N:36]=1.C(=O)([O-])[O-].[K+].[K+].Cl. (4) Given the product [Br:26][CH:1]([C:3]1[CH:16]=[CH:15][C:14]2[C:13](=[O:17])[C:12]3[C:7](=[CH:8][CH:9]=[CH:10][CH:11]=3)[C:6](=[O:18])[C:5]=2[CH:4]=1)[CH3:2], predict the reactants needed to synthesize it. The reactants are: [CH2:1]([C:3]1[CH:16]=[CH:15][C:14]2[C:13](=[O:17])[C:12]3[C:7](=[CH:8][CH:9]=[CH:10][CH:11]=3)[C:6](=[O:18])[C:5]=2[CH:4]=1)[CH3:2].C1C(=O)N([Br:26])C(=O)C1. (5) Given the product [F:21][C:18]1[CH:19]=[CH:20][C:15]([O:1][CH2:2][C:3]2[N:7]([CH3:8])[N:6]=[CH:5][C:4]=2[C:9]([O:11][CH2:12][CH3:13])=[O:10])=[N:16][CH:17]=1, predict the reactants needed to synthesize it. The reactants are: [OH:1][CH2:2][C:3]1[N:7]([CH3:8])[N:6]=[CH:5][C:4]=1[C:9]([O:11][CH2:12][CH3:13])=[O:10].Cl[C:15]1[CH:20]=[CH:19][C:18]([F:21])=[CH:17][N:16]=1.C(=O)([O-])[O-].[Cs+].[Cs+].C(P(C(C)(C)C)C1C=CC2C(=CC=CC=2)C=1C1C2C(=CC=CC=2)C=CC=1)(C)(C)C. (6) Given the product [CH:11]([C:10]1[C:3]2[C:4](=[N:5][CH:6]=[CH:7][C:2]=2[N:56]2[CH:57]=[C:53]([C:51]3[CH:50]=[N:49][N:48]([CH3:47])[CH:52]=3)[N:54]=[CH:55]2)[NH:8][N:9]=1)([CH3:12])[CH3:13], predict the reactants needed to synthesize it. The reactants are: I[C:2]1[CH:7]=[CH:6][N:5]=[C:4]2[N:8](CC3C=CC(OC)=CC=3)[N:9]=[C:10]([CH:11]([CH3:13])[CH3:12])[C:3]=12.IC1C=CN=C2NN=C(C(C)C)C=12.COC1C=CC(CCl)=CC=1.Cl.[CH3:47][N:48]1[CH:52]=[C:51]([C:53]2[N:54]=[CH:55][NH:56][CH:57]=2)[CH:50]=[N:49]1. (7) Given the product [NH2:14][C:10]1[CH:9]=[C:8]2[C:13](=[CH:12][CH:11]=1)[N:5]([CH:1]([CH2:3][CH3:4])[CH3:2])[C:6](=[O:17])[CH2:7]2, predict the reactants needed to synthesize it. The reactants are: [CH:1]([N:5]1[C:13]2[C:8](=[CH:9][C:10]([N+:14]([O-])=O)=[CH:11][CH:12]=2)[CH2:7][C:6]1=[O:17])([CH2:3][CH3:4])[CH3:2].[Cl-].[NH4+]. (8) The reactants are: [CH3:1][CH2:2][N:3]1[C:9]2[N:10]=[C:11]([N:14]3[CH2:19][CH2:18][NH:17][CH2:16][CH2:15]3)[N:12]=[CH:13][C:8]=2[C:6](=[O:7])[C:5]([C:20]([OH:22])=[O:21])=[CH:4]1.[CH3:23][C:24]1[CH:25]=[C:26]([N:31]=[C:32]=[S:33])[CH:27]=[C:28]([CH3:30])[CH:29]=1.C(N(CC)CC)C. Given the product [CH3:23][C:24]1[CH:25]=[C:26]([NH:31][C:32]([N:17]2[CH2:18][CH2:19][N:14]([C:11]3[N:12]=[CH:13][C:8]4[C:6](=[O:7])[C:5]([C:20]([OH:22])=[O:21])=[CH:4][N:3]([CH2:2][CH3:1])[C:9]=4[N:10]=3)[CH2:15][CH2:16]2)=[S:33])[CH:27]=[C:28]([CH3:30])[CH:29]=1, predict the reactants needed to synthesize it. (9) The reactants are: [O:1]=[C:2]1[CH:7]=[C:6]([C:8]2[CH:13]=[CH:12][C:11]([C:14]([F:17])([F:16])[F:15])=[CH:10][N:9]=2)[CH:5]=[CH:4][N:3]1[C:18]1[CH:23]=[CH:22][C:21]2[C:24]3[CH2:25][N:26](C(OC(C)(C)C)=O)[CH2:27][CH2:28][CH2:29][C:30]=3[O:31][C:20]=2[CH:19]=1.Cl.C([O-])(O)=O.[Na+]. Given the product [CH2:25]1[C:24]2[C:21]3[CH:22]=[CH:23][C:18]([N:3]4[CH:4]=[CH:5][C:6]([C:8]5[CH:13]=[CH:12][C:11]([C:14]([F:17])([F:16])[F:15])=[CH:10][N:9]=5)=[CH:7][C:2]4=[O:1])=[CH:19][C:20]=3[O:31][C:30]=2[CH2:29][CH2:28][CH2:27][NH:26]1, predict the reactants needed to synthesize it.